From a dataset of Reaction yield outcomes from USPTO patents with 853,638 reactions. Predict the reaction yield, written as a fraction of the theoretical maximum amount of product (1.0 means a 100% yield; for example, 0.34 means a 34% yield). The reactants are [N+:1]([C:4]1[CH:10]=[C:9]([O:11][Si:12]([C:15]([CH3:18])([CH3:17])[CH3:16])([CH3:14])[CH3:13])[CH:8]=[CH:7][C:5]=1[NH2:6])([O-:3])=[O:2].[C:19]1(=O)[O:24][C:22](=[O:23])[C:21]2=[CH:25][CH:26]=[CH:27][CH:28]=[C:20]12.C(N(C(C)C)CC)(C)C. The catalyst is C1(C)C=CC=CC=1. The product is [Si:12]([O:11][C:9]1[CH:8]=[CH:7][C:5]([N:6]2[C:22](=[O:23])[C:21]3=[CH:25][CH:26]=[CH:27][CH:28]=[C:20]3[C:19]2=[O:24])=[C:4]([N+:1]([O-:3])=[O:2])[CH:10]=1)([C:15]([CH3:18])([CH3:17])[CH3:16])([CH3:13])[CH3:14]. The yield is 0.800.